The task is: Predict the product of the given reaction.. This data is from Forward reaction prediction with 1.9M reactions from USPTO patents (1976-2016). (1) The product is: [CH3:16][C:2]1([CH3:1])[CH2:7][C:6]([C:8](=[O:15])[CH2:9][CH2:10][CH:11]([CH3:14])[CH2:12][OH:13])=[CH:5][CH2:4][CH2:3]1. Given the reactants [CH3:1][C:2]1([CH3:16])[CH2:7][C:6]([C:8](=[O:15])[CH2:9][CH2:10][CH:11]([CH3:14])[CH:12]=[O:13])=[CH:5][CH2:4][CH2:3]1, predict the reaction product. (2) Given the reactants [F:1][C:2]([F:7])([F:6])[C:3]([OH:5])=[O:4].[NH2:8][C@@H:9]1CC[N:11]([C:14]2[N:22]=[C:21]3[C:17]([N:18]=[CH:19][N:20]3[C@@H:23]3[CH2:27][C@H:26]([NH:28][C:29](=[O:39])[CH2:30]OCC4C=CC=CC=4)[C@@H:25]([OH:40])[C@H:24]3[OH:41])=[C:16]([NH:42][CH2:43][CH:44]([C:51]3[CH:56]=[CH:55][CH:54]=[CH:53][CH:52]=3)[C:45]3[CH:50]=[CH:49][CH:48]=[CH:47][CH:46]=3)[N:15]=2)[CH2:10]1.Cl[C:58]1N=C2C(N=CN2[C@@H]2C[C@H](NC(=O)CC)[C@@H](O)[C@H]2O)=C(NCC(C2C=CC=CC=2)C2C=CC=CC=2)N=1.C(N)CN, predict the reaction product. The product is: [F:1][C:2]([F:7])([F:6])[C:3]([OH:5])=[O:4].[NH2:8][CH2:9][CH2:10][NH:11][C:14]1[N:22]=[C:21]2[C:17]([N:18]=[CH:19][N:20]2[C@@H:23]2[CH2:27][C@H:26]([NH:28][C:29](=[O:39])[CH2:30][CH3:58])[C@@H:25]([OH:40])[C@H:24]2[OH:41])=[C:16]([NH:42][CH2:43][CH:44]([C:45]2[CH:50]=[CH:49][CH:48]=[CH:47][CH:46]=2)[C:51]2[CH:56]=[CH:55][CH:54]=[CH:53][CH:52]=2)[N:15]=1.